Task: Predict the reaction yield, written as a fraction of the theoretical maximum amount of product (1.0 means a 100% yield; for example, 0.34 means a 34% yield).. Dataset: Reaction yield outcomes from USPTO patents with 853,638 reactions The reactants are Br[C:2]1[C:10]2[N:9]=[CH:8][N:7]([CH2:11][O:12][CH2:13][CH2:14][Si:15]([CH3:18])([CH3:17])[CH3:16])[C:6]=2[CH:5]=[CH:4][CH:3]=1.[CH2:19]1[C:28]2[C:23](=[CH:24][CH:25]=[CH:26][CH:27]=2)[CH2:22][CH2:21][N:20]1[CH2:29][CH:30]([OH:48])[CH2:31][O:32][C:33]1[CH:38]=[CH:37][CH:36]=[C:35](B2OC(C)(C)C(C)(C)O2)[CH:34]=1.C([O-])([O-])=O.[Na+].[Na+]. The catalyst is O1CCOCC1.O.C1C=CC(P(C2C=CC=CC=2)[C-]2C=CC=C2)=CC=1.C1C=CC(P(C2C=CC=CC=2)[C-]2C=CC=C2)=CC=1.Cl[Pd]Cl.[Fe+2]. The product is [CH2:19]1[C:28]2[C:23](=[CH:24][CH:25]=[CH:26][CH:27]=2)[CH2:22][CH2:21][N:20]1[CH2:29][CH:30]([OH:48])[CH2:31][O:32][C:33]1[CH:38]=[CH:37][CH:36]=[C:35]([C:2]2[C:10]3[N:9]=[CH:8][N:7]([CH2:11][O:12][CH2:13][CH2:14][Si:15]([CH3:18])([CH3:17])[CH3:16])[C:6]=3[CH:5]=[CH:4][CH:3]=2)[CH:34]=1. The yield is 0.820.